Dataset: NCI-60 drug combinations with 297,098 pairs across 59 cell lines. Task: Regression. Given two drug SMILES strings and cell line genomic features, predict the synergy score measuring deviation from expected non-interaction effect. Synergy scores: CSS=6.07, Synergy_ZIP=-6.56, Synergy_Bliss=-6.64, Synergy_Loewe=-4.28, Synergy_HSA=-3.67. Drug 2: CN(CCCl)CCCl.Cl. Cell line: RXF 393. Drug 1: CC1CCC2CC(C(=CC=CC=CC(CC(C(=O)C(C(C(=CC(C(=O)CC(OC(=O)C3CCCCN3C(=O)C(=O)C1(O2)O)C(C)CC4CCC(C(C4)OC)OCCO)C)C)O)OC)C)C)C)OC.